Dataset: Reaction yield outcomes from USPTO patents with 853,638 reactions. Task: Predict the reaction yield, written as a fraction of the theoretical maximum amount of product (1.0 means a 100% yield; for example, 0.34 means a 34% yield). The reactants are C(OC([N:8]1[CH2:11][CH:10]([N:12]2[CH2:17][CH2:16][C:15]([OH:19])([CH3:18])[CH2:14][CH2:13]2)[CH2:9]1)=O)(C)(C)C. The catalyst is C(Cl)Cl.C(O)(C(F)(F)F)=O. The product is [NH:8]1[CH2:11][CH:10]([N:12]2[CH2:17][CH2:16][C:15]([CH3:18])([OH:19])[CH2:14][CH2:13]2)[CH2:9]1. The yield is 0.850.